Task: Predict which catalyst facilitates the given reaction.. Dataset: Catalyst prediction with 721,799 reactions and 888 catalyst types from USPTO Reactant: [C:1]1(=[O:29])[N:5]([CH2:6][CH2:7][CH2:8][CH2:9][CH2:10][N:11]2[C:15]3=[C:16]([CH3:22])[N:17]=[C:18]4[CH:19]=[CH:20][CH:21]=[C:13]([N:14]34)[C:12]2=[O:23])C(=O)C2=CC=CC=C12.C(OC([O:32][C:33]([CH3:36])([CH3:35])[CH3:34])=O)([O:32][C:33]([CH3:36])([CH3:35])[CH3:34])=O.C(N(CC)CC)C. Product: [C:33]([O:32][C:1]([NH:5][CH2:6][CH2:7][CH2:8][CH:9]=[CH:10][N:11]1[C:15]2=[C:16]([CH3:22])[N:17]=[C:18]3[CH:19]=[CH:20][CH:21]=[C:13]([N:14]23)[C:12]1=[O:23])=[O:29])([CH3:36])([CH3:35])[CH3:34]. The catalyst class is: 8.